This data is from Forward reaction prediction with 1.9M reactions from USPTO patents (1976-2016). The task is: Predict the product of the given reaction. (1) Given the reactants [CH2:1]([NH:3][C:4]([NH:6][C:7]1[NH:11][C:10]2[C:12]([CH:27]3[CH2:31][CH2:30][CH2:29][O:28]3)=[C:13]([F:26])[C:14]([C:16]3[CH:17]=[N:18][C:19]([C:22]([OH:25])([CH3:24])[CH3:23])=[N:20][CH:21]=3)=[CH:15][C:9]=2[N:8]=1)=[O:5])[CH3:2], predict the reaction product. The product is: [CH2:1]([NH:3][C:4]([NH:6][C:7]1[NH:11][C:10]2[C:12]([C@H:27]3[CH2:31][CH2:30][CH2:29][O:28]3)=[C:13]([F:26])[C:14]([C:16]3[CH:17]=[N:18][C:19]([C:22]([OH:25])([CH3:24])[CH3:23])=[N:20][CH:21]=3)=[CH:15][C:9]=2[N:8]=1)=[O:5])[CH3:2]. (2) Given the reactants I[C:2]1[CH:7]=[CH:6][CH:5]=[CH:4][C:3]=1[NH:8][C:9](=O)[C:10]1[CH:15]=[CH:14][CH:13]=[CH:12][CH:11]=1.[NH:17]1CCC[C@H]1C(O)=O.[OH-].[Na+].N, predict the reaction product. The product is: [C:10]1([C:9]2[NH:8][C:3]3[CH:4]=[CH:5][CH:6]=[CH:7][C:2]=3[N:17]=2)[CH:15]=[CH:14][CH:13]=[CH:12][CH:11]=1. (3) Given the reactants [H-].[H-].[H-].[H-].[Li+].[Al+3].O[C@@H]1C[C@H](CN(C)C(=O)OC(C)(C)C)C1.[CH2:22]([NH:29][C:30]([CH:32]1[CH2:35][C:34](=[O:36])[CH2:33]1)=O)[C:23]1[CH:28]=[CH:27][CH:26]=[CH:25][CH:24]=1.[OH-].[Na+], predict the reaction product. The product is: [CH2:22]([NH:29][CH2:30][C@@H:32]1[CH2:35][C@H:34]([OH:36])[CH2:33]1)[C:23]1[CH:28]=[CH:27][CH:26]=[CH:25][CH:24]=1. (4) Given the reactants [F:1][C:2]1[CH:10]=[C:9]([C:11]([F:14])([F:13])[F:12])[CH:8]=[CH:7][C:3]=1[C:4](Cl)=[O:5].[NH2:15][C:16]([CH3:32])([CH2:19][N:20]1[N:24]=[C:23]2[C:25]([Cl:31])=[CH:26][C:27]([Cl:30])=[C:28]([Cl:29])[C:22]2=[N:21]1)[C:17]#[N:18], predict the reaction product. The product is: [C:17]([C:16]([NH:15][C:4](=[O:5])[C:3]1[CH:7]=[CH:8][C:9]([C:11]([F:14])([F:13])[F:12])=[CH:10][C:2]=1[F:1])([CH3:32])[CH2:19][N:20]1[N:24]=[C:23]2[C:25]([Cl:31])=[CH:26][C:27]([Cl:30])=[C:28]([Cl:29])[C:22]2=[N:21]1)#[N:18]. (5) Given the reactants [CH3:1][C:2]1[C:7]([C:8]([OH:10])=O)=[CH:6][N:5]=[C:4]([C:11]2[N:16]=[CH:15][CH:14]=[CH:13][N:12]=2)[N:3]=1.[Cl-].[F:18][C:19]1[CH:20]=[C:21]2[C:25](=[CH:26][CH:27]=1)[N:24]([NH3+:28])[CH:23]=[C:22]2[CH3:29].CN1CCOCC1.[Cl-].COC1N=C(OC)N=C([N+]2(C)CCOCC2)N=1, predict the reaction product. The product is: [F:18][C:19]1[CH:20]=[C:21]2[C:25](=[CH:26][CH:27]=1)[N:24]([NH:28][C:8]([C:7]1[C:2]([CH3:1])=[N:3][C:4]([C:11]3[N:16]=[CH:15][CH:14]=[CH:13][N:12]=3)=[N:5][CH:6]=1)=[O:10])[CH:23]=[C:22]2[CH3:29]. (6) Given the reactants [F:1][C:2]1[CH:18]=[CH:17][C:5]([CH2:6][N:7]2[C:15]3[C:10](=[N:11][CH:12]=[CH:13][CH:14]=3)[C:9](I)=[CH:8]2)=[CH:4][CH:3]=1.[NH2:19][C@H:20]1[CH2:25][CH2:24][C:23]([F:27])([F:26])[CH2:22][C@H:21]1[OH:28].CC1(C)C2C(=C(P(C3C=CC=CC=3)C3C=CC=CC=3)C=CC=2)[O:50][C:32]2C(P(C3C=CC=CC=3)C3C=CC=CC=3)=CC=CC1=2.[C]=O, predict the reaction product. The product is: [F:26][C:23]1([F:27])[CH2:24][CH2:25][C@@H:20]([NH:19][C:32]([C:9]2[C:10]3=[N:11][CH:12]=[CH:13][CH:14]=[C:15]3[N:7]([CH2:6][C:5]3[CH:17]=[CH:18][C:2]([F:1])=[CH:3][CH:4]=3)[CH:8]=2)=[O:50])[C@@H:21]([OH:28])[CH2:22]1. (7) The product is: [CH2:1]([S:3]([N:6]1[CH:7]2[CH2:13][CH2:12][CH:11]1[CH2:10][NH:9][CH2:8]2)(=[O:5])=[O:4])[CH3:2]. Given the reactants [CH2:1]([S:3]([N:6]1[CH:11]2[CH2:12][CH2:13][CH:7]1[CH2:8][N:9](C(OCC1C3C=CC=CC=3C3C1=CC=CC=3)=O)[CH2:10]2)(=[O:5])=[O:4])[CH3:2].N1CCCCC1.C(=O)([O-])[O-], predict the reaction product.